Task: Predict the reactants needed to synthesize the given product.. Dataset: Full USPTO retrosynthesis dataset with 1.9M reactions from patents (1976-2016) (1) Given the product [Cl:1][C:2]1[C:6]([C:7]([NH:9][CH2:10][CH3:11])=[O:8])=[CH:5][NH:4][C:3]=1[C:12]([NH:51][CH2:52][C:53]1[CH:58]=[CH:57][C:56]([Cl:59])=[C:55]([O:60][C:61]2[CH:62]=[C:63]([C:64]#[N:65])[CH:66]=[C:67]([Cl:69])[CH:68]=2)[C:54]=1[F:70])=[O:14], predict the reactants needed to synthesize it. The reactants are: [Cl:1][C:2]1[C:6]([C:7]([NH:9][CH2:10][CH3:11])=[O:8])=[CH:5][NH:4][C:3]=1[C:12]([O:14]C)=O.[OH-].[Li+].CN(C(ON1N=NC2C=CC=NC1=2)=[N+](C)C)C.F[P-](F)(F)(F)(F)F.CCN(C(C)C)C(C)C.[NH2:51][CH2:52][C:53]1[C:54]([F:70])=[C:55]([O:60][C:61]2[CH:62]=[C:63]([CH:66]=[C:67]([Cl:69])[CH:68]=2)[C:64]#[N:65])[C:56]([Cl:59])=[CH:57][CH:58]=1. (2) Given the product [F:53][C:43]([F:42])([F:52])[CH2:44][N:45]1[CH2:50][CH2:49][CH:48]([NH2:51])[CH2:47][CH2:46]1.[F:1][C:2]1[CH:3]=[C:4]([C:8]2[CH:9]=[CH:10][C:11]([C:14]([NH:51][CH:48]3[CH2:49][CH2:50][N:45]([CH2:44][C:43]([F:53])([F:42])[F:52])[CH2:46][CH2:47]3)=[O:16])=[CH:12][N:13]=2)[CH:5]=[CH:6][CH:7]=1, predict the reactants needed to synthesize it. The reactants are: [F:1][C:2]1[CH:3]=[C:4]([C:8]2[N:13]=[CH:12][C:11]([C:14]([OH:16])=O)=[CH:10][CH:9]=2)[CH:5]=[CH:6][CH:7]=1.CCN=C=NCCCN(C)C.C(Cl)CCl.C1C=CC2N(O)N=NC=2C=1.[F:42][C:43]([F:53])([F:52])[CH2:44][N:45]1[CH2:50][CH2:49][CH:48]([NH2:51])[CH2:47][CH2:46]1.CN1CCOCC1.